Dataset: Full USPTO retrosynthesis dataset with 1.9M reactions from patents (1976-2016). Task: Predict the reactants needed to synthesize the given product. (1) Given the product [CH3:22][N:21]([CH3:23])[C:17]1[CH:16]=[C:15]([CH:12]2[CH2:13][CH2:14][CH:9]([NH:8][CH3:1])[CH2:10][CH2:11]2)[CH:20]=[CH:19][N:18]=1, predict the reactants needed to synthesize it. The reactants are: [CH2:1]([N:8](C)[CH:9]1[CH2:14][CH2:13][C:12]([C:15]2[CH:20]=[CH:19][N:18]=[C:17]([N:21]([CH3:23])[CH3:22])[CH:16]=2)=[CH:11][CH2:10]1)C1C=CC=CC=1. (2) Given the product [CH3:35][O:5][C:4](=[O:6])[C:3]1[CH:7]=[CH:8][C:9]([NH:11][C:12]([C:14]2[CH:22]=[C:21]3[C:17]([CH2:18][CH2:19][N:20]3[S:23]([C:26]3[CH:31]=[C:30]([CH3:32])[CH:29]=[CH:28][C:27]=3[O:33][CH3:34])(=[O:24])=[O:25])=[CH:16][CH:15]=2)=[O:13])=[CH:10][C:2]=1[Cl:1], predict the reactants needed to synthesize it. The reactants are: [Cl:1][C:2]1[CH:10]=[C:9]([NH:11][C:12]([C:14]2[CH:22]=[C:21]3[C:17]([CH2:18][CH2:19][N:20]3[S:23]([C:26]3[CH:31]=[C:30]([CH3:32])[CH:29]=[CH:28][C:27]=3[O:33][CH3:34])(=[O:25])=[O:24])=[CH:16][CH:15]=2)=[O:13])[CH:8]=[CH:7][C:3]=1[C:4]([OH:6])=[O:5].[CH3:35]OC1C=CC(C)=CC=1S(Cl)(=O)=O. (3) The reactants are: [O:1]1[C:5]2([CH2:10][CH2:9][CH:8]([C:11]([NH2:19])([C:13]3[CH:18]=[CH:17][CH:16]=[CH:15][CH:14]=3)[CH3:12])[CH2:7][CH2:6]2)OCC1.Cl.ClCCl. Given the product [NH2:19][C:11]([CH:8]1[CH2:7][CH2:6][C:5](=[O:1])[CH2:10][CH2:9]1)([C:13]1[CH:18]=[CH:17][CH:16]=[CH:15][CH:14]=1)[CH3:12], predict the reactants needed to synthesize it. (4) Given the product [Cl:24][CH2:25][C:26]([N:13]([CH:9]1[CH2:8][CH2:7][C:6]2[C:11](=[CH:12][C:3]([O:2][CH3:1])=[CH:4][CH:5]=2)[CH2:10]1)[CH2:14][CH2:15][CH3:16])=[O:27], predict the reactants needed to synthesize it. The reactants are: [CH3:1][O:2][C:3]1[CH:12]=[C:11]2[C:6]([CH2:7][CH2:8][CH:9]([NH:13][CH2:14][CH2:15][CH3:16])[CH2:10]2)=[CH:5][CH:4]=1.CCN(CC)CC.[Cl:24][CH2:25][C:26](Cl)=[O:27].[OH-].[Na+].